From a dataset of NCI-60 drug combinations with 297,098 pairs across 59 cell lines. Regression. Given two drug SMILES strings and cell line genomic features, predict the synergy score measuring deviation from expected non-interaction effect. (1) Drug 1: CN1CCC(CC1)COC2=C(C=C3C(=C2)N=CN=C3NC4=C(C=C(C=C4)Br)F)OC. Drug 2: C1=CC=C(C(=C1)C(C2=CC=C(C=C2)Cl)C(Cl)Cl)Cl. Cell line: SNB-75. Synergy scores: CSS=14.2, Synergy_ZIP=-3.11, Synergy_Bliss=3.14, Synergy_Loewe=-4.52, Synergy_HSA=3.27. (2) Drug 1: CN(C)N=NC1=C(NC=N1)C(=O)N. Drug 2: CC(C)(C#N)C1=CC(=CC(=C1)CN2C=NC=N2)C(C)(C)C#N. Cell line: SN12C. Synergy scores: CSS=-2.20, Synergy_ZIP=-0.955, Synergy_Bliss=-4.11, Synergy_Loewe=-5.34, Synergy_HSA=-4.10. (3) Drug 1: C1CC(=O)NC(=O)C1N2CC3=C(C2=O)C=CC=C3N. Drug 2: CC1C(C(CC(O1)OC2CC(CC3=C2C(=C4C(=C3O)C(=O)C5=C(C4=O)C(=CC=C5)OC)O)(C(=O)CO)O)N)O.Cl. Cell line: SK-MEL-28. Synergy scores: CSS=46.3, Synergy_ZIP=2.07, Synergy_Bliss=2.01, Synergy_Loewe=-17.7, Synergy_HSA=1.13. (4) Drug 1: CN(C)C1=NC(=NC(=N1)N(C)C)N(C)C. Drug 2: C1=NC2=C(N=C(N=C2N1C3C(C(C(O3)CO)O)F)Cl)N. Cell line: SR. Synergy scores: CSS=-1.95, Synergy_ZIP=-2.91, Synergy_Bliss=-6.49, Synergy_Loewe=-7.00, Synergy_HSA=-6.94.